Dataset: hERG potassium channel inhibition data for cardiac toxicity prediction from Karim et al.. Task: Regression/Classification. Given a drug SMILES string, predict its toxicity properties. Task type varies by dataset: regression for continuous values (e.g., LD50, hERG inhibition percentage) or binary classification for toxic/non-toxic outcomes (e.g., AMES mutagenicity, cardiotoxicity, hepatotoxicity). Dataset: herg_karim. (1) The molecule is CN(Cc1ccc(C(F)(F)F)nc1)c1cc(C(=O)Nc2nncs2)ncn1. The result is 0 (non-blocker). (2) The molecule is O=C(/C=C/c1ccc2c(c1)CN(S(=O)(=O)c1cccnc1)C2)NO. The result is 0 (non-blocker). (3) The drug is Nc1nc2c(C(=O)N[C@@H]3CN4CCC3CC4)cc(Cl)cc2o1. The result is 1 (blocker). (4) The drug is O=C(NC1CCC1)c1ccc(-c2ccc3c(c2)CCN(CCN2CCCC2)C3=O)cc1. The result is 1 (blocker). (5) The molecule is Fc1cc(-c2cccc3ncc(-c4cnn(C5CCNCC5)c4)nc23)cc(F)c1CN1CCOCC1. The result is 0 (non-blocker).